Dataset: Full USPTO retrosynthesis dataset with 1.9M reactions from patents (1976-2016). Task: Predict the reactants needed to synthesize the given product. Given the product [C:26]1([S:32]([NH:1][C:2]2[CH:11]=[CH:10][C:9]3[C:4](=[CH:5][CH:6]=[CH:7][CH:8]=3)[C:3]=2[C:12]([OH:14])=[O:13])(=[O:34])=[O:33])[CH:31]=[CH:30][CH:29]=[CH:28][CH:27]=1, predict the reactants needed to synthesize it. The reactants are: [NH2:1][C:2]1[CH:11]=[CH:10][C:9]2[C:4](=[CH:5][CH:6]=[CH:7][CH:8]=2)[C:3]=1[C:12]([OH:14])=[O:13].Cl[Si](C)(C)C.N1C=CC=CC=1.[C:26]1([S:32](Cl)(=[O:34])=[O:33])[CH:31]=[CH:30][CH:29]=[CH:28][CH:27]=1.